From a dataset of Full USPTO retrosynthesis dataset with 1.9M reactions from patents (1976-2016). Predict the reactants needed to synthesize the given product. (1) Given the product [NH2:10][CH2:9][CH2:8][C:7]1[C:6]([NH:21][C@@H:22]2[C:30]3[C:25](=[CH:26][CH:27]=[CH:28][CH:29]=3)[CH2:24][CH2:23]2)=[N:5][CH:4]=[N:3][C:2]=1[Cl:1], predict the reactants needed to synthesize it. The reactants are: [Cl:1][C:2]1[C:7]([CH2:8][CH2:9][N:10]2C(=O)C3C(=CC=CC=3)C2=O)=[C:6]([NH:21][C@@H:22]2[C:30]3[C:25](=[CH:26][CH:27]=[CH:28][CH:29]=3)[CH2:24][CH2:23]2)[N:5]=[CH:4][N:3]=1.O.NN. (2) Given the product [O:16]=[C:10]1[C:9](=[CH:27][C:26]2[NH:25][CH:24]=[C:23]3[C:18](=[O:17])[O:19][CH2:20][CH2:21][C:22]=23)[C:8]2[C:12](=[CH:13][CH:14]=[CH:15][C:7]=2[CH:4]2[CH2:3][CH2:2][NH:1][CH2:6][CH2:5]2)[NH:11]1, predict the reactants needed to synthesize it. The reactants are: [NH:1]1[CH2:6][CH2:5][CH:4]([C:7]2[CH:15]=[CH:14][CH:13]=[C:12]3[C:8]=2[CH2:9][C:10](=[O:16])[NH:11]3)[CH2:3][CH2:2]1.[O:17]=[C:18]1[C:23]2=[CH:24][NH:25][C:26]([CH:27]=O)=[C:22]2[CH2:21][CH2:20][O:19]1. (3) Given the product [Cl:21][C:17]1[C:16]([F:22])=[C:15]([CH:20]=[CH:19][CH:18]=1)[O:14][C:12]1[CH2:13][N:9]([C@@H:4]([CH2:5][CH:6]([CH3:8])[CH3:7])[C:3]([OH:24])=[O:2])[C:10](=[O:23])[CH:11]=1, predict the reactants needed to synthesize it. The reactants are: C[O:2][C:3](=[O:24])[C@@H:4]([N:9]1[CH2:13][C:12]([O:14][C:15]2[CH:20]=[CH:19][CH:18]=[C:17]([Cl:21])[C:16]=2[F:22])=[CH:11][C:10]1=[O:23])[CH2:5][CH:6]([CH3:8])[CH3:7].O.[OH-].[Li+]. (4) Given the product [C:27]([O:26][C:4]1[CH:5]=[CH:6][C:7]([O:8][Si:9]([C:22]([CH3:25])([CH3:23])[CH3:24])([C:10]2[CH:15]=[CH:14][CH:13]=[CH:12][CH:11]=2)[C:16]2[CH:17]=[CH:18][CH:19]=[CH:20][CH:21]=2)=[C:2]([NH:1][S:38]([CH3:37])(=[O:40])=[O:39])[CH:3]=1)(=[O:29])[CH3:28], predict the reactants needed to synthesize it. The reactants are: [NH2:1][C:2]1[CH:3]=[C:4]([O:26][C:27](=[O:29])[CH3:28])[CH:5]=[CH:6][C:7]=1[O:8][Si:9]([C:22]([CH3:25])([CH3:24])[CH3:23])([C:16]1[CH:21]=[CH:20][CH:19]=[CH:18][CH:17]=1)[C:10]1[CH:15]=[CH:14][CH:13]=[CH:12][CH:11]=1.C(NC(C)C)(C)C.[CH3:37][S:38](Cl)(=[O:40])=[O:39]. (5) Given the product [CH3:21][C:2]1[CH:7]=[CH:6][C:5]([C:8]2[CH:13]=[CH:14][CH:9]=[CH:10][CH:11]=2)=[CH:4][CH:3]=1, predict the reactants needed to synthesize it. The reactants are: Cl[C:2]1[CH:7]=[CH:6][C:5]([CH3:8])=[CH:4][CH:3]=1.[C:9]1(B(O)O)[CH:14]=[CH:13]C=[CH:11][CH:10]=1.[F-].[Cs+].O1CCOC[CH2:21]1. (6) Given the product [CH3:19][O:18][C:12](=[O:17])[CH:13]=[C:14]([NH:11][C:8]1[CH:9]=[CH:10][C:5]([NH:4][C:2](=[O:3])[CH3:1])=[CH:6][CH:7]=1)[CH3:16], predict the reactants needed to synthesize it. The reactants are: [CH3:1][C:2]([NH:4][C:5]1[CH:10]=[CH:9][C:8]([NH2:11])=[CH:7][CH:6]=1)=[O:3].[C:12]([O:18][CH3:19])(=[O:17])[CH2:13][C:14]([CH3:16])=O. (7) Given the product [F:30][C:31]([F:46])([F:47])[C:32]1[CH:33]=[C:34]([C@@H:42]([N:44]([CH3:45])[C:14]([C@:10]23[CH2:11][CH:12]2[CH2:13][N:8]([CH2:1][C:2]2[CH:7]=[CH:6][CH:5]=[CH:4][CH:3]=2)[C@@H:9]3[C:17]2[CH:22]=[CH:21][CH:20]=[CH:19][CH:18]=2)=[O:15])[CH3:43])[CH:35]=[C:36]([C:38]([F:39])([F:40])[F:41])[CH:37]=1, predict the reactants needed to synthesize it. The reactants are: [CH2:1]([N:8]1[CH2:13][CH:12]2[C@:10]([C:14](Cl)=[O:15])([CH2:11]2)[C@H:9]1[C:17]1[CH:22]=[CH:21][CH:20]=[CH:19][CH:18]=1)[C:2]1[CH:7]=[CH:6][CH:5]=[CH:4][CH:3]=1.C(N(CC)CC)C.[F:30][C:31]([F:47])([F:46])[C:32]1[CH:33]=[C:34]([C@@H:42]([NH:44][CH3:45])[CH3:43])[CH:35]=[C:36]([C:38]([F:41])([F:40])[F:39])[CH:37]=1. (8) The reactants are: [CH3:1][O:2][C:3]1[CH:8]=[CH:7][C:6]([C:9]2[CH:10]=[N:11][NH:12][C:13]=2[NH2:14])=[CH:5][CH:4]=1.[O:15]1[CH2:20][CH2:19][O:18][C:17]2[CH:21]=[C:22]([C:25](=O)[CH2:26][C:27](OCC)=[O:28])[CH:23]=[CH:24][C:16]1=2. Given the product [O:15]1[CH2:20][CH2:19][O:18][C:17]2[CH:21]=[C:22]([C:25]3[NH:14][C:13]4[N:12]([N:11]=[CH:10][C:9]=4[C:6]4[CH:5]=[CH:4][C:3]([O:2][CH3:1])=[CH:8][CH:7]=4)[C:27](=[O:28])[CH:26]=3)[CH:23]=[CH:24][C:16]1=2, predict the reactants needed to synthesize it.